The task is: Regression. Given two drug SMILES strings and cell line genomic features, predict the synergy score measuring deviation from expected non-interaction effect.. This data is from NCI-60 drug combinations with 297,098 pairs across 59 cell lines. (1) Drug 1: CC1=C(C=C(C=C1)NC2=NC=CC(=N2)N(C)C3=CC4=NN(C(=C4C=C3)C)C)S(=O)(=O)N.Cl. Drug 2: C#CCC(CC1=CN=C2C(=N1)C(=NC(=N2)N)N)C3=CC=C(C=C3)C(=O)NC(CCC(=O)O)C(=O)O. Cell line: COLO 205. Synergy scores: CSS=-6.76, Synergy_ZIP=3.74, Synergy_Bliss=-2.04, Synergy_Loewe=-8.45, Synergy_HSA=-9.76. (2) Drug 1: CN(CC1=CN=C2C(=N1)C(=NC(=N2)N)N)C3=CC=C(C=C3)C(=O)NC(CCC(=O)O)C(=O)O. Drug 2: CN(CCCl)CCCl.Cl. Cell line: UO-31. Synergy scores: CSS=9.19, Synergy_ZIP=-8.28, Synergy_Bliss=-5.83, Synergy_Loewe=-6.83, Synergy_HSA=-5.42. (3) Drug 1: C1=CC(=C2C(=C1NCCNCCO)C(=O)C3=C(C=CC(=C3C2=O)O)O)NCCNCCO. Drug 2: C#CCC(CC1=CN=C2C(=N1)C(=NC(=N2)N)N)C3=CC=C(C=C3)C(=O)NC(CCC(=O)O)C(=O)O. Cell line: UACC-257. Synergy scores: CSS=1.58, Synergy_ZIP=-1.91, Synergy_Bliss=-1.95, Synergy_Loewe=-3.10, Synergy_HSA=-2.72. (4) Drug 1: CN1C(=O)N2C=NC(=C2N=N1)C(=O)N. Drug 2: CC1=C2C(C(=O)C3(C(CC4C(C3C(C(C2(C)C)(CC1OC(=O)C(C(C5=CC=CC=C5)NC(=O)OC(C)(C)C)O)O)OC(=O)C6=CC=CC=C6)(CO4)OC(=O)C)O)C)O. Cell line: A549. Synergy scores: CSS=-0.638, Synergy_ZIP=0.429, Synergy_Bliss=0.273, Synergy_Loewe=-3.69, Synergy_HSA=-3.17. (5) Drug 1: CN(C)N=NC1=C(NC=N1)C(=O)N. Drug 2: C1CC(=O)NC(=O)C1N2C(=O)C3=CC=CC=C3C2=O. Cell line: EKVX. Synergy scores: CSS=8.27, Synergy_ZIP=10.3, Synergy_Bliss=14.9, Synergy_Loewe=13.1, Synergy_HSA=12.3. (6) Drug 1: CC1=C2C(C(=O)C3(C(CC4C(C3C(C(C2(C)C)(CC1OC(=O)C(C(C5=CC=CC=C5)NC(=O)OC(C)(C)C)O)O)OC(=O)C6=CC=CC=C6)(CO4)OC(=O)C)OC)C)OC. Drug 2: C(CC(=O)O)C(=O)CN.Cl. Cell line: A549. Synergy scores: CSS=18.8, Synergy_ZIP=-8.10, Synergy_Bliss=-16.0, Synergy_Loewe=-25.5, Synergy_HSA=-13.5. (7) Drug 1: CC1C(C(=O)NC(C(=O)N2CCCC2C(=O)N(CC(=O)N(C(C(=O)O1)C(C)C)C)C)C(C)C)NC(=O)C3=C4C(=C(C=C3)C)OC5=C(C(=O)C(=C(C5=N4)C(=O)NC6C(OC(=O)C(N(C(=O)CN(C(=O)C7CCCN7C(=O)C(NC6=O)C(C)C)C)C)C(C)C)C)N)C. Drug 2: C1=CN(C(=O)N=C1N)C2C(C(C(O2)CO)O)O.Cl. Cell line: NCIH23. Synergy scores: CSS=38.5, Synergy_ZIP=-1.54, Synergy_Bliss=-1.64, Synergy_Loewe=-5.49, Synergy_HSA=-0.0413. (8) Drug 1: CC1C(C(CC(O1)OC2CC(OC(C2O)C)OC3=CC4=CC5=C(C(=O)C(C(C5)C(C(=O)C(C(C)O)O)OC)OC6CC(C(C(O6)C)O)OC7CC(C(C(O7)C)O)OC8CC(C(C(O8)C)O)(C)O)C(=C4C(=C3C)O)O)O)O. Drug 2: C1CNP(=O)(OC1)N(CCCl)CCCl. Cell line: NCI/ADR-RES. Synergy scores: CSS=8.78, Synergy_ZIP=-3.29, Synergy_Bliss=3.01, Synergy_Loewe=-13.5, Synergy_HSA=0.170. (9) Drug 1: CC1=C(C=C(C=C1)C(=O)NC2=CC(=CC(=C2)C(F)(F)F)N3C=C(N=C3)C)NC4=NC=CC(=N4)C5=CN=CC=C5. Drug 2: CS(=O)(=O)CCNCC1=CC=C(O1)C2=CC3=C(C=C2)N=CN=C3NC4=CC(=C(C=C4)OCC5=CC(=CC=C5)F)Cl. Cell line: NCI/ADR-RES. Synergy scores: CSS=6.65, Synergy_ZIP=-1.10, Synergy_Bliss=0.112, Synergy_Loewe=-5.50, Synergy_HSA=-4.02.